Dataset: Catalyst prediction with 721,799 reactions and 888 catalyst types from USPTO. Task: Predict which catalyst facilitates the given reaction. (1) Reactant: Cl.[NH:2]1[CH2:5][CH:4]([O:6][C:7]2[C:12]([C:13]3[CH2:14][CH2:15][O:16][CH2:17][CH:18]=3)=[CH:11][CH:10]=[CH:9][N:8]=2)[CH2:3]1.[N:19]1[CH:24]=[CH:23][C:22]([C:25](O)=[O:26])=[N:21][CH:20]=1.C(N(CC)CC)C. Product: [O:16]1[CH2:15][CH:14]=[C:13]([C:12]2[C:7]([O:6][CH:4]3[CH2:3][N:2]([C:25]([C:22]4[CH:23]=[CH:24][N:19]=[CH:20][N:21]=4)=[O:26])[CH2:5]3)=[N:8][CH:9]=[CH:10][CH:11]=2)[CH2:18][CH2:17]1. The catalyst class is: 172. (2) Reactant: [NH2:1][C:2]1[CH:7]=[CH:6][C:5]([F:8])=[CH:4][C:3]=1[C:9]([C:11]1[CH:16]=[CH:15][CH:14]=[CH:13][CH:12]=1)=[O:10].[C:17](N1C=CN=C1)([N:19]1[CH:23]=[CH:22][N:21]=[CH:20]1)=[O:18]. Product: [C:9]([C:3]1[CH:4]=[C:5]([F:8])[CH:6]=[CH:7][C:2]=1[NH:1][C:17]([N:19]1[CH:23]=[CH:22][N:21]=[CH:20]1)=[O:18])(=[O:10])[C:11]1[CH:12]=[CH:13][CH:14]=[CH:15][CH:16]=1. The catalyst class is: 2. (3) Reactant: [F:1][C:2]1[CH:3]=[C:4]([OH:11])[CH:5]=[CH:6][C:7]=1[N+:8]([O-:10])=[O:9].[C:12](=O)([O-])[O-].[K+].[K+]. Product: [F:1][C:2]1[CH:3]=[C:4]([O:11][CH3:12])[CH:5]=[CH:6][C:7]=1[N+:8]([O-:10])=[O:9]. The catalyst class is: 131. (4) Product: [F:21][CH2:20][CH2:19][O:18][CH2:17][CH2:16][O:15][CH2:14][CH2:13][O:12][C:7]1[CH:6]=[CH:5][C:4]2[C:9](=[CH:10][CH:11]=[C:2]([C:27]3[CH:28]=[CH:29][C:24]([N:23]([CH3:33])[CH3:22])=[CH:25][CH:26]=3)[CH:3]=2)[N:8]=1. Reactant: Br[C:2]1[CH:3]=[C:4]2[C:9](=[CH:10][CH:11]=1)[N:8]=[C:7]([O:12][CH2:13][CH2:14][O:15][CH2:16][CH2:17][O:18][CH2:19][CH2:20][F:21])[CH:6]=[CH:5]2.[CH3:22][N:23]([CH3:33])[C:24]1[CH:29]=[CH:28][C:27](B(O)O)=[CH:26][CH:25]=1.C(=O)([O-])[O-].[Na+].[Na+]. The catalyst class is: 57. (5) The catalyst class is: 5. Reactant: [CH2:1]([C:3]1[C:11]2[N:10]=[CH:9][N:8]([CH:12]3[CH2:17][CH2:16][CH2:15][CH2:14][O:13]3)[C:7]=2[CH:6]=[CH:5][C:4]=1[C:18]#[N:19])[CH3:2].[BH4-].[Na+]. Product: [CH2:1]([C:3]1[C:11]2[N:10]=[CH:9][N:8]([CH:12]3[CH2:17][CH2:16][CH2:15][CH2:14][O:13]3)[C:7]=2[CH:6]=[CH:5][C:4]=1[CH2:18][NH2:19])[CH3:2].